This data is from Reaction yield outcomes from USPTO patents with 853,638 reactions. The task is: Predict the reaction yield, written as a fraction of the theoretical maximum amount of product (1.0 means a 100% yield; for example, 0.34 means a 34% yield). (1) The reactants are [CH2:1]([O:8][C:9]1[CH:10]=[CH:11][C:12]([CH2:16]O)=[N:13][C:14]=1[CH3:15])[C:2]1[CH:7]=[CH:6][CH:5]=[CH:4][CH:3]=1.S(Cl)(Cl)=O.[Br:22][C:23]1[C:31]2[C:26](=[CH:27][CH:28]=[CH:29][C:30]=2[N+:32]([O-:34])=[O:33])[NH:25][N:24]=1.C([O-])([O-])=O.[K+].[K+]. The catalyst is C(Cl)Cl.CN(C=O)C. The product is [CH2:1]([O:8][C:9]1[CH:10]=[CH:11][C:12]([CH2:16][N:25]2[C:26]3[C:31](=[C:30]([N+:32]([O-:34])=[O:33])[CH:29]=[CH:28][CH:27]=3)[C:23]([Br:22])=[N:24]2)=[N:13][C:14]=1[CH3:15])[C:2]1[CH:7]=[CH:6][CH:5]=[CH:4][CH:3]=1. The yield is 0.870. (2) The reactants are C([NH:5][S:6]([C:9]1[CH:10]=[C:11]([C:15]2[CH:20]=[CH:19][CH:18]=[C:17]([C:21]3[N:26]=[C:25]([C:27]4[CH:32]=[CH:31][C:30]([Cl:33])=[CH:29][CH:28]=4)[CH:24]=[C:23]([CH3:34])[N:22]=3)[CH:16]=2)[CH:12]=[CH:13][CH:14]=1)(=[O:8])=[O:7])(C)(C)C.C(O)(C(F)(F)F)=O. The catalyst is ClCCl. The product is [Cl:33][C:30]1[CH:31]=[CH:32][C:27]([C:25]2[CH:24]=[C:23]([CH3:34])[N:22]=[C:21]([C:17]3[CH:16]=[C:15]([C:11]4[CH:12]=[CH:13][CH:14]=[C:9]([S:6]([NH2:5])(=[O:8])=[O:7])[CH:10]=4)[CH:20]=[CH:19][CH:18]=3)[N:26]=2)=[CH:28][CH:29]=1. The yield is 0.630.